From a dataset of Full USPTO retrosynthesis dataset with 1.9M reactions from patents (1976-2016). Predict the reactants needed to synthesize the given product. (1) Given the product [CH3:15][O:14][C:11]([C:9]1[S:10][C:5]2[C:4]([N:16]3[CH2:21][CH2:20][O:19][CH2:18][CH2:17]3)=[N:3][C:2]([C:34]3[CH:33]=[N:32][C:31]([NH:23][CH3:22])=[N:36][CH:35]=3)=[N:7][C:6]=2[CH:8]=1)([CH3:13])[CH3:12], predict the reactants needed to synthesize it. The reactants are: Cl[C:2]1[N:3]=[C:4]([N:16]2[CH2:21][CH2:20][O:19][CH2:18][CH2:17]2)[C:5]2[S:10][C:9]([C:11]([O:14][CH3:15])([CH3:13])[CH3:12])=[CH:8][C:6]=2[N:7]=1.[CH3:22][N:23]([C:31]1[N:36]=[CH:35][C:34](B2OC(C)(C)C(C)(C)O2)=[CH:33][N:32]=1)C(=O)OC(C)(C)C. (2) Given the product [CH3:28][C:27]([O:26][C:24]([NH:3][C@:2]([CH3:1])([C:6]([OH:8])=[O:7])[CH2:4][OH:5])=[O:25])([CH3:30])[CH3:29], predict the reactants needed to synthesize it. The reactants are: [CH3:1][C@@:2]([C:6]([OH:8])=[O:7])([CH2:4][OH:5])[NH2:3].C[Si](/N=C(/O[Si](C)(C)C)\C(F)(F)F)(C)C.[C:24](O[C:24]([O:26][C:27]([CH3:30])([CH3:29])[CH3:28])=[O:25])([O:26][C:27]([CH3:30])([CH3:29])[CH3:28])=[O:25].